This data is from Catalyst prediction with 721,799 reactions and 888 catalyst types from USPTO. The task is: Predict which catalyst facilitates the given reaction. (1) Reactant: O.[Na+].[Cl-].[CH3:4][O:5][C:6](=[O:25])[CH:7]([CH:12]([C:17](=[O:24])[C:18]1[CH:23]=[CH:22][CH:21]=[CH:20][CH:19]=1)[CH2:13][CH2:14][CH2:15][CH3:16])C(OC)=O. Product: [CH3:4][O:5][C:6](=[O:25])[CH2:7][CH:12]([C:17](=[O:24])[C:18]1[CH:19]=[CH:20][CH:21]=[CH:22][CH:23]=1)[CH2:13][CH2:14][CH2:15][CH3:16]. The catalyst class is: 16. (2) Reactant: Cl[C:2]1[CH:3]=[C:4]([C:9]2[N:13]3[C:14]4[N:22]=[C:21]([O:23][CH3:24])[CH:20]=[CH:19][C:15]=4[N:16]=[C:17]([CH3:18])[C:12]3=[C:11]([CH3:25])[N:10]=2)[CH:5]=[C:6](Cl)[CH:7]=1.[CH3:26][O:27]C1C=CC=CC=1B(O)O.C([O-])([O-])=O.[K+].[K+]. Product: [CH3:24][O:23][C:21]1[CH:20]=[CH:19][C:15]2[N:16]=[C:17]([CH3:18])[C:12]3[N:13]([C:9]([C:4]4[CH:5]=[CH:6][CH:7]=[CH:2][C:3]=4[O:27][CH3:26])=[N:10][C:11]=3[CH3:25])[C:14]=2[N:22]=1. The catalyst class is: 73.